From a dataset of Forward reaction prediction with 1.9M reactions from USPTO patents (1976-2016). Predict the product of the given reaction. Given the reactants [Si](Cl)(C)(C)C.BrCCBr.[C:10]([N:17]1[CH2:20][CH:19](I)[CH2:18]1)([O:12][C:13]([CH3:16])([CH3:15])[CH3:14])=[O:11].Br[C:23]1[CH:24]=[C:25]([N:34]([CH2:41][CH3:42])[CH:35]2[CH2:40][CH2:39][O:38][CH2:37][CH2:36]2)[C:26]([CH3:33])=[C:27]([CH:32]=1)[C:28]([O:30][CH3:31])=[O:29].C(Cl)Cl.[NH4+].[Cl-], predict the reaction product. The product is: [CH2:41]([N:34]([CH:35]1[CH2:36][CH2:37][O:38][CH2:39][CH2:40]1)[C:25]1[CH:24]=[C:23]([CH:19]2[CH2:20][N:17]([C:10]([O:12][C:13]([CH3:16])([CH3:15])[CH3:14])=[O:11])[CH2:18]2)[CH:32]=[C:27]([C:28]([O:30][CH3:31])=[O:29])[C:26]=1[CH3:33])[CH3:42].